The task is: Regression/Classification. Given a drug SMILES string, predict its absorption, distribution, metabolism, or excretion properties. Task type varies by dataset: regression for continuous measurements (e.g., permeability, clearance, half-life) or binary classification for categorical outcomes (e.g., BBB penetration, CYP inhibition). Dataset: cyp2c9_veith.. This data is from CYP2C9 inhibition data for predicting drug metabolism from PubChem BioAssay. The compound is CP(=O)(Nc1ccc(Cl)cc1)Oc1ccc(F)cc1. The result is 1 (inhibitor).